From a dataset of Forward reaction prediction with 1.9M reactions from USPTO patents (1976-2016). Predict the product of the given reaction. (1) Given the reactants [F:1][C:2]1[CH:14]=[CH:13][C:12]([N+:15]([O-])=O)=[CH:11][C:3]=1[CH2:4][N:5]1[CH2:10][CH2:9][O:8][CH2:7][CH2:6]1, predict the reaction product. The product is: [F:1][C:2]1[CH:14]=[CH:13][C:12]([NH2:15])=[CH:11][C:3]=1[CH2:4][N:5]1[CH2:6][CH2:7][O:8][CH2:9][CH2:10]1. (2) Given the reactants [F:1][C:2]1[CH:3]=[CH:4][CH:5]=[C:6]2[C:11]=1[N:10]=[C:9]([C:12]1[CH:17]=[CH:16][CH:15]=[CH:14][CH:13]=1)[C:8]([CH2:18][CH:19]1[CH2:24][CH2:23][N:22](C(OC(C)(C)C)=O)[CH2:21][CH2:20]1)=[C:7]2[C:32]([NH:34][C@H:35]([C:38]1[CH:43]=[CH:42][CH:41]=[CH:40][CH:39]=1)[CH2:36][CH3:37])=[O:33], predict the reaction product. The product is: [F:1][C:2]1[CH:3]=[CH:4][CH:5]=[C:6]2[C:11]=1[N:10]=[C:9]([C:12]1[CH:13]=[CH:14][CH:15]=[CH:16][CH:17]=1)[C:8]([CH2:18][CH:19]1[CH2:24][CH2:23][NH:22][CH2:21][CH2:20]1)=[C:7]2[C:32]([NH:34][C@H:35]([C:38]1[CH:39]=[CH:40][CH:41]=[CH:42][CH:43]=1)[CH2:36][CH3:37])=[O:33]. (3) Given the reactants Br[C:2]1=[CH:3][CH2:4][CH2:5][CH2:6][CH2:7][CH2:8][CH:9]1[O:10][CH2:11][CH2:12][CH:13]=[CH2:14].C1CCN2C(=NCCC2)CC1.CCOC(C)=O.Cl, predict the reaction product. The product is: [CH2:11]([O:10][CH:9]1[CH2:8][CH2:7][CH2:6][CH2:5][CH2:4][C:3]#[C:2]1)[CH2:12][CH:13]=[CH2:14]. (4) Given the reactants [CH3:1][N:2]1[C:6]([C:7]2[CH:16]=[CH:15][CH:14]=[CH:13][C:8]=2[C:9]([O:11]C)=[O:10])=[C:5]([CH3:17])[CH:4]=[N:3]1.[Li+].[OH-], predict the reaction product. The product is: [CH3:1][N:2]1[C:6]([C:7]2[CH:16]=[CH:15][CH:14]=[CH:13][C:8]=2[C:9]([OH:11])=[O:10])=[C:5]([CH3:17])[CH:4]=[N:3]1. (5) Given the reactants Cl[C:2]1[CH:3]=[C:4]2[C:9](=[CH:10][CH:11]=1)[N:8]=[CH:7][C:6]([C:12]([O:14][CH2:15][CH3:16])=[O:13])=[C:5]2[NH:17][C:18]1[CH:23]=[CH:22][C:21]([N:24]2[CH2:29][CH2:28][N:27]([C:30](=[O:33])[CH2:31][CH3:32])[CH2:26][CH2:25]2)=[C:20]([C:34]([F:37])([F:36])[F:35])[CH:19]=1.B(O)O.C([O-])([O-])=O.[Na+].[Na+], predict the reaction product. The product is: [C:30]([N:27]1[CH2:28][CH2:29][N:24]([C:21]2[CH:22]=[CH:23][C:18]([NH:17][C:5]3[C:4]4[C:9](=[CH:10][CH:11]=[C:2]([C:6]5[CH:7]=[N:8][C:9]6[C:4]([CH:5]=5)=[CH:3][CH:2]=[CH:11][CH:10]=6)[CH:3]=4)[N:8]=[CH:7][C:6]=3[C:12]([O:14][CH2:15][CH3:16])=[O:13])=[CH:19][C:20]=2[C:34]([F:37])([F:35])[F:36])[CH2:25][CH2:26]1)(=[O:33])[CH2:31][CH3:32].